Dataset: Reaction yield outcomes from USPTO patents with 853,638 reactions. Task: Predict the reaction yield, written as a fraction of the theoretical maximum amount of product (1.0 means a 100% yield; for example, 0.34 means a 34% yield). (1) The reactants are [CH3:1][C:2]1[N:3]=[CH:4][C:5]2[C:10]([CH:11]=1)=[CH:9][CH:8]=[C:7]([OH:12])[CH:6]=2.C([O-])([O-])=O.[Cs+].[Cs+]. The catalyst is CC(O)(C)C. The product is [CH2:11]([C@@H:10]1[CH2:5][CH2:6][C@H:7]([O:12][C:7]2[CH:6]=[C:5]3[C:10]([CH:11]=[C:2]([CH3:1])[N:3]=[CH:4]3)=[CH:9][CH:8]=2)[CH2:8][CH2:9]1)[CH3:2]. The yield is 0.400. (2) The reactants are [Br:1][C:2]1[CH:3]=[C:4](/[C:8](/[CH3:16])=[CH:9]/[C:10]([N:12]([C:14]#[N:15])[CH3:13])=[O:11])[CH:5]=[CH:6][CH:7]=1.[CH3:17][O:18][C:19]1[CH:26]=[CH:25][C:22]([CH2:23][NH2:24])=[CH:21][CH:20]=1. The catalyst is CN(C)C=O. The product is [Br:1][C:2]1[CH:3]=[C:4]([C:8]2([CH3:16])[N:24]([CH2:23][C:22]3[CH:25]=[CH:26][C:19]([O:18][CH3:17])=[CH:20][CH:21]=3)[C:14](=[NH:15])[N:12]([CH3:13])[C:10](=[O:11])[CH2:9]2)[CH:5]=[CH:6][CH:7]=1. The yield is 0.810. (3) The reactants are C(O[C:6](=O)[NH:7][CH:8]([C:10]1[N:14]([C:15]2[C:20]([F:21])=[CH:19][CH:18]=[CH:17][N:16]=2)[C:13]2[CH:22]=[C:23]([F:26])[CH:24]=[CH:25][C:12]=2[N:11]=1)[CH3:9])(C)(C)C.ClC1[N:37]=[CH:36][N:35]=[C:34]2[C:30]=1[N:31]=[CH:32][N:33]2C1CCCCO1.CCN(C(C)C)C(C)C. The catalyst is C(Cl)Cl.C(O)(C(F)(F)F)=O.C(O)CCC.CO. The product is [F:26][C:23]1[CH:24]=[CH:25][C:12]2[N:11]=[C:10]([CH:8]([NH:7][C:6]3[N:37]=[CH:36][N:35]=[C:34]4[C:30]=3[N:31]=[CH:32][NH:33]4)[CH3:9])[N:14]([C:15]3[C:20]([F:21])=[CH:19][CH:18]=[CH:17][N:16]=3)[C:13]=2[CH:22]=1. The yield is 0.160. (4) The reactants are [NH2:1][C:2]1[CH2:7][CH2:6][CH2:5][C:4](=[O:8])[CH:3]=1.C(O[CH:12]=[C:13]([C:19]([O:21][CH2:22][CH3:23])=[O:20])[C:14]([O:16][CH2:17][CH3:18])=[O:15])C. The product is [CH2:17]([O:16][C:14](=[O:15])[C:13](=[CH:12][NH:1][C:2]1[CH2:7][CH2:6][CH2:5][C:4](=[O:8])[CH:3]=1)[C:19]([O:21][CH2:22][CH3:23])=[O:20])[CH3:18]. No catalyst specified. The yield is 0.900.